This data is from Reaction yield outcomes from USPTO patents with 853,638 reactions. The task is: Predict the reaction yield, written as a fraction of the theoretical maximum amount of product (1.0 means a 100% yield; for example, 0.34 means a 34% yield). (1) The reactants are C([Si](C)(C)[O:6][CH2:7][C@H:8]([O:12][C:13]1[CH:36]=[CH:35][C:16]2[C:17]3[N:21]([CH2:22][CH2:23][O:24][C:15]=2[CH:14]=1)[CH:20]=[C:19]([C:25]1[N:26]([CH2:30][C:31]([F:34])([F:33])[F:32])[N:27]=[CH:28][N:29]=1)[N:18]=3)[C:9]([NH2:11])=[O:10])(C)(C)C.CCCC[N+](CCCC)(CCCC)CCCC.[F-]. The catalyst is C1COCC1.C(OCC)(=O)C.O. The product is [OH:6][CH2:7][C@H:8]([O:12][C:13]1[CH:36]=[CH:35][C:16]2[C:17]3[N:21]([CH:20]=[C:19]([C:25]4[N:26]([CH2:30][C:31]([F:32])([F:33])[F:34])[N:27]=[CH:28][N:29]=4)[N:18]=3)[CH2:22][CH2:23][O:24][C:15]=2[CH:14]=1)[C:9]([NH2:11])=[O:10]. The yield is 0.560. (2) The reactants are [Cl:1][C:2]1[CH:3]=[C:4]([C:12](=[O:21])[CH2:13][C:14](=O)[C:15]([O:17][CH2:18][CH3:19])=[O:16])[CH:5]=[CH:6][C:7]=1[O:8][CH:9]([CH3:11])[CH3:10].Cl.[NH2:23]O. The catalyst is C(O)C. The product is [Cl:1][C:2]1[CH:3]=[C:4]([C:12]2[O:21][N:23]=[C:14]([C:15]([O:17][CH2:18][CH3:19])=[O:16])[CH:13]=2)[CH:5]=[CH:6][C:7]=1[O:8][CH:9]([CH3:11])[CH3:10]. The yield is 0.850. (3) The reactants are [CH3:1][C:2]1[NH:3][CH:4]=[CH:5][N:6]=1.[H-].[Na+].Br[CH2:10][C:11]1[CH:16]=[CH:15][C:14]([Cl:17])=[CH:13][C:12]=1[O:18][CH3:19]. The catalyst is CN(C=O)C.C(OCC)(=O)C. The product is [Cl:17][C:14]1[CH:15]=[CH:16][C:11]([CH2:10][N:3]2[CH:4]=[CH:5][N:6]=[C:2]2[CH3:1])=[C:12]([O:18][CH3:19])[CH:13]=1. The yield is 0.400. (4) The reactants are [C:1]([C:4]1[CH:9]=[CH:8][CH:7]=[CH:6][CH:5]=1)(=[O:3])[CH3:2].[OH-].[Na+].[CH:12]([C:14]1[CH:22]=[CH:21][C:17]([C:18]([OH:20])=[O:19])=[CH:16][CH:15]=1)=O.Cl. The catalyst is C(O)C.O. The product is [C:18]([C:17]1[CH:21]=[CH:22][C:14]([CH:12]=[CH:2][C:1]([C:4]2[CH:9]=[CH:8][CH:7]=[CH:6][CH:5]=2)=[O:3])=[CH:15][CH:16]=1)([OH:20])=[O:19]. The yield is 0.600. (5) The reactants are [CH3:1][C:2]1[N:25]([CH3:26])[C:5]2[CH:6]=[C:7]([C:22]([OH:24])=O)[C:8]3[CH2:9][CH2:10][C:11]4([NH:20][C:21]=3[C:4]=2[N:3]=1)[CH2:19][C:18]1[C:13](=[CH:14][CH:15]=[CH:16][CH:17]=1)[CH2:12]4.CN(C(O[N:35]1N=NC2C=[CH:39][CH:40]=[CH:41][C:36]1=2)=[N+](C)C)C.[B-](F)(F)(F)F.N1CCCC1. The catalyst is CN(C)C=O. The product is [CH3:1][C:2]1[N:25]([CH3:26])[C:5]2[CH:6]=[C:7]([C:22]([N:35]3[CH2:36][CH2:41][CH2:40][CH2:39]3)=[O:24])[C:8]3[CH2:9][CH2:10][C:11]4([NH:20][C:21]=3[C:4]=2[N:3]=1)[CH2:19][C:18]1[C:13](=[CH:14][CH:15]=[CH:16][CH:17]=1)[CH2:12]4. The yield is 0.860. (6) The product is [CH3:18][S:17][C:7]1[NH:8][C:9]2[C:14]([C:15](=[O:16])[C:6]=1[C:4]([OH:5])=[O:3])=[CH:13][CH:12]=[CH:11][CH:10]=2. The reactants are C([O:3][C:4]([C:6]1[C:7]([S:17][CH3:18])=[N:8][C:9]2[C:14]([C:15]=1[OH:16])=[CH:13][CH:12]=[CH:11][CH:10]=2)=[O:5])C.Cl. The yield is 0.850. The catalyst is [OH-].[Na+].